Predict the product of the given reaction. From a dataset of Forward reaction prediction with 1.9M reactions from USPTO patents (1976-2016). (1) The product is: [Br:18][CH2:11][C:8]1[CH:9]=[CH:10][C:5]([S:2]([CH3:1])(=[O:4])=[O:3])=[CH:6][C:7]=1[C:13]([F:16])([F:15])[F:14]. Given the reactants [CH3:1][S:2]([C:5]1[CH:10]=[CH:9][C:8]([CH2:11]O)=[C:7]([C:13]([F:16])([F:15])[F:14])[CH:6]=1)(=[O:4])=[O:3].P(Br)(Br)[Br:18].O.[OH-].[Na+], predict the reaction product. (2) Given the reactants [NH:1]1[CH2:6][CH2:5][O:4][CH2:3][CH2:2]1.C(N(CC)CC)C.Br[CH2:15][C:16]1[S:17][CH:18]=[C:19]([C:21]2[CH:26]=[C:25]([C:27]([CH3:30])([CH3:29])[CH3:28])[C:24]([OH:31])=[C:23]([C:32]([CH3:35])([CH3:34])[CH3:33])[CH:22]=2)[N:20]=1.C(OCC)(=O)C, predict the reaction product. The product is: [C:32]([C:23]1[CH:22]=[C:21]([C:19]2[N:20]=[C:16]([CH2:15][N:1]3[CH2:6][CH2:5][O:4][CH2:3][CH2:2]3)[S:17][CH:18]=2)[CH:26]=[C:25]([C:27]([CH3:30])([CH3:29])[CH3:28])[C:24]=1[OH:31])([CH3:35])([CH3:34])[CH3:33].